Dataset: Full USPTO retrosynthesis dataset with 1.9M reactions from patents (1976-2016). Task: Predict the reactants needed to synthesize the given product. (1) Given the product [C:7]([O:11][C:12](=[O:22])[CH:13]=[C:24]1[CH2:25][N:26]([C:28]([O:30][C:31]([CH3:34])([CH3:33])[CH3:32])=[O:29])[CH2:27]1)([CH3:8])([CH3:9])[CH3:10], predict the reactants needed to synthesize it. The reactants are: CC(C)([O-])C.[K+].[C:7]([O:11][C:12](=[O:22])[CH2:13]P(OCC)(OCC)=O)([CH3:10])([CH3:9])[CH3:8].O=[C:24]1[CH2:27][N:26]([C:28]([O:30][C:31]([CH3:34])([CH3:33])[CH3:32])=[O:29])[CH2:25]1. (2) Given the product [Cl-:31].[C:1]([C:4]1[CH:28]=[CH:27][C:7]([C:8]([NH:10][CH2:11][CH2:12][CH2:13][CH2:14][C@@H:15]([C:16]([OH:18])=[O:17])[NH3+:20])=[O:9])=[CH:6][CH:5]=1)(=[O:3])[CH3:2], predict the reactants needed to synthesize it. The reactants are: [C:1]([C:4]1[CH:28]=[CH:27][C:7]([C:8]([NH:10][CH2:11][CH2:12][CH2:13][CH2:14][C@H:15]([NH:20]C(=O)C(F)(F)F)[C:16]([O:18]C)=[O:17])=[O:9])=[CH:6][CH:5]=1)(=[O:3])[CH3:2].[OH-].[Na+].[ClH:31].COC(=O)[C@@H](NC(=O)C(F)(F)F)CCCCN. (3) Given the product [C:15]([C:16]1[CH:23]=[CH:22][C:19]([CH2:20][NH:21][C:9](=[O:11])[CH:8]([C:3]2[CH:4]=[CH:5][CH:6]=[CH:7][C:2]=2[F:1])[O:12][CH3:13])=[CH:18][CH:17]=1)#[N:14], predict the reactants needed to synthesize it. The reactants are: [F:1][C:2]1[CH:7]=[CH:6][CH:5]=[CH:4][C:3]=1[CH:8]([O:12][CH3:13])[C:9]([OH:11])=O.[NH2:14][CH2:15][C:16]1[CH:23]=[CH:22][C:19]([C:20]#[N:21])=[CH:18][CH:17]=1. (4) Given the product [CH:1]1([CH2:4][O:5][C:6]2[N:11]=[C:10]([C:12]([N:28]3[CH2:29][CH2:30][C:26]4([O:22][CH2:23][CH:24]([OH:31])[CH2:25]4)[CH2:27]3)=[O:14])[CH:9]=[CH:8][C:7]=2[N:15]2[CH2:18][C:17]([F:20])([F:19])[CH2:16]2)[CH2:2][CH2:3]1, predict the reactants needed to synthesize it. The reactants are: [CH:1]1([CH2:4][O:5][C:6]2[N:11]=[C:10]([C:12]([OH:14])=O)[CH:9]=[CH:8][C:7]=2[N:15]2[CH2:18][C:17]([F:20])([F:19])[CH2:16]2)[CH2:3][CH2:2]1.Cl.[O:22]1[C:26]2([CH2:30][CH2:29][NH:28][CH2:27]2)[CH2:25][CH:24]([OH:31])[CH2:23]1.CN(C(ON1N=NC2C=CC=CC1=2)=[N+](C)C)C.[B-](F)(F)(F)F.CCN(C(C)C)C(C)C.